Dataset: Reaction yield outcomes from USPTO patents with 853,638 reactions. Task: Predict the reaction yield, written as a fraction of the theoretical maximum amount of product (1.0 means a 100% yield; for example, 0.34 means a 34% yield). (1) The reactants are C1(C)C=CC(S(Cl)(=O)=O)=CC=1.[F:12][C:13]([F:28])([F:27])[O:14][C:15]1[CH:23]=[C:22]2[C:18]([C:19]([C:24]([OH:26])=[O:25])=[N:20][NH:21]2)=[CH:17][CH:16]=1.[N:29]12[CH2:36][CH2:35][CH:32]([CH2:33][CH2:34]1)[C@H:31](O)[CH2:30]2. The catalyst is N1C=CC=CC=1. The product is [F:28][C:13]([F:12])([F:27])[O:14][C:15]1[CH:23]=[C:22]2[C:18]([C:19]([C:24]([O:26][C@H:31]3[CH:32]4[CH2:35][CH2:36][N:29]([CH2:34][CH2:33]4)[CH2:30]3)=[O:25])=[N:20][NH:21]2)=[CH:17][CH:16]=1. The yield is 0.160. (2) The reactants are Cl[C:2]([CH3:6])([CH3:5])[C:3]#[CH:4].[CH2:7]([O:9][C:10]([N:12]1[CH2:17][CH2:16][NH:15][CH2:14][CH2:13]1)=[O:11])[CH3:8].C(N(CC)CC)C. The catalyst is C1COCC1.ClCCl.[Cu]Cl. The product is [CH2:7]([O:9][C:10]([N:12]1[CH2:13][CH2:14][N:15]([C:2]([CH3:6])([CH3:5])[C:3]#[CH:4])[CH2:16][CH2:17]1)=[O:11])[CH3:8]. The yield is 0.300. (3) The reactants are N1C=CC=CC=1.P(Cl)(Cl)(Cl)(Cl)[Cl:8].[C:13]([CH:15]1[CH2:20][CH:19]2[CH2:21][CH2:22][CH:16]1[CH:17]=[CH:18]2)#[N:14]. The catalyst is C(Cl)(Cl)Cl. The product is [Cl:8][C:15]1([C:13]#[N:14])[CH2:20][CH:19]2[CH2:21][CH2:22][CH:16]1[CH:17]=[CH:18]2. The yield is 0.950. (4) The reactants are [Cl:1][C:2]1[NH:3][C:4]([C:13]2[CH:18]=[CH:17][CH:16]=[CH:15][CH:14]=2)=[C:5]([F:12])[C:6]=1[C:7]([O:9][CH2:10][CH3:11])=[O:8].[H-].[Na+].C1OCCOCCOCCOCCOC1.[C:36]1([S:42](Cl)(=[O:44])=[O:43])[CH:41]=[CH:40][CH:39]=[CH:38][CH:37]=1. The catalyst is O1CCCC1.[Cl-].[Na+].O. The product is [Cl:1][C:2]1[N:3]([S:42]([C:36]2[CH:41]=[CH:40][CH:39]=[CH:38][CH:37]=2)(=[O:44])=[O:43])[C:4]([C:13]2[CH:18]=[CH:17][CH:16]=[CH:15][CH:14]=2)=[C:5]([F:12])[C:6]=1[C:7]([O:9][CH2:10][CH3:11])=[O:8]. The yield is 0.520. (5) The reactants are [Cl:1][C:2]1[C:11]2[C:6](=[CH:7][C:8]([O:17][CH3:18])=[C:9]([S:12][C:13]([CH3:16])([CH3:15])[CH3:14])[CH:10]=2)[N:5]=[CH:4][CH:3]=1.[OH:19]OS([O-])=O.[K+].[OH2:25]. The catalyst is CO. The product is [Cl:1][C:2]1[C:11]2[C:6](=[CH:7][C:8]([O:17][CH3:18])=[C:9]([S:12]([C:13]([CH3:14])([CH3:15])[CH3:16])(=[O:19])=[O:25])[CH:10]=2)[N:5]=[CH:4][CH:3]=1. The yield is 0.390. (6) The reactants are [CH3:1][O:2][C:3](=[O:39])[C:4]1[CH:38]=[CH:37][C:7]([C:8]([NH:10][C:11]2[C:12]([O:35][CH3:36])=[N:13][C:14]([O:17][CH2:18][C:19]3[C:20]([C:27]4[C:32]([Cl:33])=[CH:31][CH:30]=[CH:29][C:28]=4[Cl:34])=[N:21][O:22][C:23]=3[CH:24]([CH3:26])[CH3:25])=[CH:15][CH:16]=2)=[O:9])=[CH:6][CH:5]=1.[H-].[Na+].[CH3:42]I. The catalyst is C1COCC1. The product is [CH3:1][O:2][C:3](=[O:39])[C:4]1[CH:5]=[CH:6][C:7]([C:8]([N:10]([C:11]2[C:12]([O:35][CH3:36])=[N:13][C:14]([O:17][CH2:18][C:19]3[C:20]([C:27]4[C:32]([Cl:33])=[CH:31][CH:30]=[CH:29][C:28]=4[Cl:34])=[N:21][O:22][C:23]=3[CH:24]([CH3:26])[CH3:25])=[CH:15][CH:16]=2)[CH3:42])=[O:9])=[CH:37][CH:38]=1. The yield is 0.710. (7) The yield is 0.190. The product is [O:29]=[C:11]([C:8]1[C:4]2=[N:5][CH:6]=[CH:7][C:2]([C:35]3[S:36][CH:37]=[CH:38][N:39]=3)=[C:3]2[NH:10][CH:9]=1)[C:12]([N:14]1[CH2:19][CH2:18][C:17](=[C:20]([C:23]2[CH:28]=[CH:27][CH:26]=[CH:25][CH:24]=2)[C:21]#[N:22])[CH2:16][CH2:15]1)=[O:13]. The catalyst is CO.C1C=CC([P]([Pd]([P](C2C=CC=CC=2)(C2C=CC=CC=2)C2C=CC=CC=2)([P](C2C=CC=CC=2)(C2C=CC=CC=2)C2C=CC=CC=2)[P](C2C=CC=CC=2)(C2C=CC=CC=2)C2C=CC=CC=2)(C2C=CC=CC=2)C2C=CC=CC=2)=CC=1. The reactants are Cl[C:2]1[CH:7]=[CH:6][N:5]=[C:4]2[C:8]([C:11](=[O:29])[C:12]([N:14]3[CH2:19][CH2:18][C:17](=[C:20]([C:23]4[CH:28]=[CH:27][CH:26]=[CH:25][CH:24]=4)[C:21]#[N:22])[CH2:16][CH2:15]3)=[O:13])=[CH:9][NH:10][C:3]=12.C([Sn](CCCC)(CCCC)[C:35]1[S:36][CH:37]=[CH:38][N:39]=1)CCC.O1CCOCC1. (8) The reactants are [C:1]1([C:7]2[N:8]=[C:9]([C:12](OCC)=[O:13])[S:10][CH:11]=2)[CH:6]=[CH:5][CH:4]=[CH:3][CH:2]=1.C(=O)=O.O.[Cl-].[Ca+2].[Cl-]. The catalyst is C(OCC)C. The product is [OH:13][CH2:12][C:9]1[S:10][CH:11]=[C:7]([C:1]2[CH:2]=[CH:3][CH:4]=[CH:5][CH:6]=2)[N:8]=1. The yield is 0.860. (9) The reactants are [CH2:1]([N:3]([CH2:8][CH3:9])[CH2:4][CH2:5][CH2:6][OH:7])[CH3:2].[H-].[Na+].[H][H].C[O:15][C:16]([C:18]1[C:27]2[CH2:26][CH2:25][CH2:24][CH2:23][C:22]=2[CH:21]=[CH:20][C:19]=1[NH:28][S:29]([C:32]1[CH:37]=[CH:36][CH:35]=[CH:34][C:33]=1F)(=[O:31])=[O:30])=[O:17].[I-].[Na+]. The catalyst is CN(C=O)C. The product is [CH2:1]([N:3]([CH2:8][CH3:9])[CH2:4][CH2:5][CH2:6][O:7][C:33]1[CH:34]=[CH:35][CH:36]=[CH:37][C:32]=1[S:29]([NH:28][C:19]1[CH:20]=[CH:21][C:22]2[CH2:23][CH2:24][CH2:25][CH2:26][C:27]=2[C:18]=1[C:16]([OH:17])=[O:15])(=[O:30])=[O:31])[CH3:2]. The yield is 0.571.